From a dataset of Aqueous solubility values for 9,982 compounds from the AqSolDB database. Regression/Classification. Given a drug SMILES string, predict its absorption, distribution, metabolism, or excretion properties. Task type varies by dataset: regression for continuous measurements (e.g., permeability, clearance, half-life) or binary classification for categorical outcomes (e.g., BBB penetration, CYP inhibition). For this dataset (solubility_aqsoldb), we predict Y. (1) The drug is NS(=O)(=O)[O-].NS(=O)(=O)[O-].[Ca+2]. The Y is 0.439 log mol/L. (2) The molecule is CCCC(C)C(O)CC. The Y is -1.96 log mol/L. (3) The drug is Clc1cc(Cl)c(Cl)c(-c2c(Cl)c(Cl)c(Cl)c(Cl)c2Cl)c1Cl. The Y is -10.4 log mol/L. (4) The compound is CC(C)(c1ccc(O)cc1)c1ccc(O)cc1.ClCC1CO1. The Y is -5.03 log mol/L. (5) The drug is CCN1c2ncccc2C(=S)N(C)c2cccnc21. The Y is -4.63 log mol/L.